This data is from Forward reaction prediction with 1.9M reactions from USPTO patents (1976-2016). The task is: Predict the product of the given reaction. (1) Given the reactants ClC(Cl)(Cl)[C:3]([C:5]1[N:14]2[C:8]([CH2:9][N:10]([C:19](=[O:29])[CH2:20][O:21][C:22]3[CH:27]=[CH:26][C:25]([Cl:28])=[CH:24][CH:23]=3)[C:11]3[CH:18]=[CH:17][CH:16]=[CH:15][C:12]=3[CH2:13]2)=[CH:7][CH:6]=1)=[O:4].[C:32]1([C:39]2[CH:44]=[CH:43][CH:42]=[CH:41][CH:40]=2)[CH:37]=[CH:36][C:35]([NH2:38])=[CH:34][CH:33]=1, predict the reaction product. The product is: [C:32]1([C:39]2[CH:44]=[CH:43][CH:42]=[CH:41][CH:40]=2)[CH:33]=[CH:34][C:35]([NH:38][C:3]([C:5]2[N:14]3[C:8]([CH2:9][N:10]([C:19](=[O:29])[CH2:20][O:21][C:22]4[CH:23]=[CH:24][C:25]([Cl:28])=[CH:26][CH:27]=4)[C:11]4[CH:18]=[CH:17][CH:16]=[CH:15][C:12]=4[CH2:13]3)=[CH:7][CH:6]=2)=[O:4])=[CH:36][CH:37]=1. (2) Given the reactants CC1C(CS(C2NC3C=CC=CC=3N=2)=O)=NC=CC=1OCC(F)(F)F.[H-].[Na+].[N+:28]([C:31]1[CH:32]=[C:33]([S:37]([CH2:40][CH2:41][O:42][C:43](=[O:81])[CH:44](NC(=O)COC2C=C(C)C(S(Cl)(=O)=O)=C(C)C=2)[CH2:45][CH2:46][C:47]([O:49][CH2:50][CH2:51][S:52]([C:55]2[CH:60]=[CH:59][CH:58]=[C:57]([N+:61]([O-:63])=[O:62])[CH:56]=2)(=[O:54])=[O:53])=[O:48])(=[O:39])=[O:38])[CH:34]=[CH:35][CH:36]=1)([O-:30])=[O:29].O, predict the reaction product. The product is: [N+:61]([C:57]1[CH:56]=[C:55]([S:52]([CH2:51][CH2:50][O:49][C:47](=[O:48])[CH2:46][CH2:45][CH2:44][C:43]([O:42][CH2:41][CH2:40][S:37]([C:33]2[CH:34]=[CH:35][CH:36]=[C:31]([N+:28]([O-:30])=[O:29])[CH:32]=2)(=[O:38])=[O:39])=[O:81])(=[O:54])=[O:53])[CH:60]=[CH:59][CH:58]=1)([O-:63])=[O:62]. (3) Given the reactants [Cl:1][C:2]1[CH:9]=[C:8](F)[C:7]([F:11])=[CH:6][C:3]=1[CH:4]=[O:5].[CH3:12][O:13][CH2:14][CH2:15][O:16][CH2:17][CH2:18][OH:19].C(=O)([O-])[O-].[Cs+].[Cs+].O, predict the reaction product. The product is: [Cl:1][C:2]1[CH:9]=[C:8]([O:19][CH2:18][CH2:17][O:16][CH2:15][CH2:14][O:13][CH3:12])[C:7]([F:11])=[CH:6][C:3]=1[CH:4]=[O:5]. (4) Given the reactants [Cl:1][C:2]1[CH:3]=[CH:4][C:5](N)([NH:11][CH3:12])[CH:6]([CH:10]=1)[C:7]([O-:9])=[O:8].C(NC1C=CC(C(O)=O)=C(N[CH2:28][C:29]2[O:30][CH:31]=[CH:32][CH:33]=2)C=1)(=O)C.CC1OC(C=O)=CC=1, predict the reaction product. The product is: [Cl:1][C:2]1[CH:3]=[CH:4][C:5]([NH:11][CH2:12][C:31]2[O:30][C:29]([CH3:28])=[CH:33][CH:32]=2)=[C:6]([CH:10]=1)[C:7]([OH:9])=[O:8].